From a dataset of Forward reaction prediction with 1.9M reactions from USPTO patents (1976-2016). Predict the product of the given reaction. (1) Given the reactants [Cl:1][C:2]1[CH:8]=[C:7]([Cl:9])[CH:6]=[CH:5][C:3]=1[NH2:4].N1C2[C:13](=CC=CC=2)[CH:12]=[CH:11]1, predict the reaction product. The product is: [Cl:9][C:7]1[CH:6]=[C:5]2[C:3](=[C:2]([Cl:1])[CH:8]=1)[NH:4][C:12]([CH3:13])=[CH:11]2. (2) Given the reactants Cl.Cl.[N:3]1([CH2:9][CH2:10][CH2:11][O:12][C:13]2[CH:22]=[C:21]3[C:16]([CH2:17][CH2:18][NH:19][CH2:20]3)=[CH:15][CH:14]=2)[CH2:8][CH2:7][CH2:6][CH2:5][CH2:4]1.CCN(CC)CC.[S:30]1[CH:34]=[CH:33][CH:32]=[C:31]1[S:35](Cl)(=[O:37])=[O:36], predict the reaction product. The product is: [N:3]1([CH2:9][CH2:10][CH2:11][O:12][C:13]2[CH:22]=[C:21]3[C:16]([CH2:17][CH2:18][N:19]([S:35]([C:31]4[S:30][CH:34]=[CH:33][CH:32]=4)(=[O:37])=[O:36])[CH2:20]3)=[CH:15][CH:14]=2)[CH2:8][CH2:7][CH2:6][CH2:5][CH2:4]1. (3) Given the reactants [CH3:1][CH2:2][C@@H:3]([C:5]([O:7][C@@H:8]1[C@@H:13]2[C@@H:14]([CH2:19][CH2:20][C@H:21]3[O:27][C:25](=[O:26])[CH2:24][C@H:23]([OH:28])[CH2:22]3)[C@@H:15]([CH3:18])[CH:16]=[CH:17][C:12]2=[CH:11][C@H:10]([CH3:29])[CH2:9]1)=[O:6])[CH3:4].[OH:30]C(CCO)CC(O)=O, predict the reaction product. The product is: [CH3:1][CH2:2][C@@H:3]([C:5]([O:7][C@@H:8]1[C@@H:13]2[C@@H:14]([CH2:19][CH2:20][C@@H:21]([OH:30])[CH2:22][C@@H:23]([OH:28])[CH2:24][C:25]([OH:27])=[O:26])[C@@H:15]([CH3:18])[CH:16]=[CH:17][C:12]2=[CH:11][C@H:10]([CH3:29])[CH2:9]1)=[O:6])[CH3:4]. (4) Given the reactants [NH2:1][CH2:2][CH2:3][O:4][CH2:5][CH2:6][N:7]1[C:19]2[C:18]3[CH:17]=[CH:16][CH:15]=[CH:14][C:13]=3[N:12]=[C:11]([NH2:20])[C:10]=2[N:9]=[C:8]1[CH2:21][CH3:22].[N:23]1([C:29](Cl)=[O:30])[CH2:28][CH2:27][O:26][CH2:25][CH2:24]1, predict the reaction product. The product is: [NH2:20][C:11]1[C:10]2[N:9]=[C:8]([CH2:21][CH3:22])[N:7]([CH2:6][CH2:5][O:4][CH2:3][CH2:2][NH:1][C:29]([N:23]3[CH2:28][CH2:27][O:26][CH2:25][CH2:24]3)=[O:30])[C:19]=2[C:18]2[CH:17]=[CH:16][CH:15]=[CH:14][C:13]=2[N:12]=1.